From a dataset of Full USPTO retrosynthesis dataset with 1.9M reactions from patents (1976-2016). Predict the reactants needed to synthesize the given product. (1) Given the product [N:11]1([S:8]([C:5]2[CH:6]=[CH:7][C:2]([C:39]3[CH:40]=[C:41]4[N:47]=[C:46]([CH2:48][CH2:49][CH:50]5[NH:56][C:55](=[O:57])[CH2:54][CH2:53][CH2:52][CH2:51]5)[NH:45][C:42]4=[N:43][CH:44]=3)=[CH:3][CH:4]=2)(=[O:10])=[O:9])[CH2:14][CH2:13][CH2:12]1, predict the reactants needed to synthesize it. The reactants are: Br[C:2]1[CH:7]=[CH:6][C:5]([S:8]([N:11]2[CH2:14][CH2:13][CH2:12]2)(=[O:10])=[O:9])=[CH:4][CH:3]=1.B1(B2OC(C)(C)C(C)(C)O2)OC(C)(C)C(C)(C)O1.C([O-])(=O)C.[K+].Br[C:39]1[CH:40]=[C:41]2[N:47]=[C:46]([CH2:48][CH2:49][CH:50]3[NH:56][C:55](=[O:57])[CH2:54][CH2:53][CH2:52][CH2:51]3)[NH:45][C:42]2=[N:43][CH:44]=1.C(=O)([O-])[O-].[Na+].[Na+]. (2) Given the product [CH:1]1([CH2:4][O:5][C:6]2[CH:14]=[CH:13][C:9]([CH2:10][OH:11])=[C:8]([F:15])[CH:7]=2)[CH2:2][CH2:3]1, predict the reactants needed to synthesize it. The reactants are: [CH:1]1([CH2:4][O:5][C:6]2[CH:14]=[CH:13][C:9]([C:10](O)=[O:11])=[C:8]([F:15])[CH:7]=2)[CH2:3][CH2:2]1.B.C1COCC1.O.